Dataset: Full USPTO retrosynthesis dataset with 1.9M reactions from patents (1976-2016). Task: Predict the reactants needed to synthesize the given product. (1) Given the product [Br:1][C:2]1[CH:3]=[C:4]([CH2:13][CH2:14][C:15]([N:48]([CH3:49])[CH3:47])=[O:17])[C:5]2[O:9][CH2:8][C:7]([CH3:11])([CH3:10])[C:6]=2[CH:12]=1, predict the reactants needed to synthesize it. The reactants are: [Br:1][C:2]1[CH:3]=[C:4]([CH2:13][CH2:14][C:15]([OH:17])=O)[C:5]2[O:9][CH2:8][C:7]([CH3:11])([CH3:10])[C:6]=2[CH:12]=1.C1(P(C2C=CC=CC=2)C2C=CC=CC=2)C=CC=CC=1.ClC(Cl)(Cl)C(C(Cl)(Cl)Cl)=O.[CH3:47][NH:48][CH3:49].O1CCCC1. (2) Given the product [C:19]([C:2]1[CH:3]=[CH:4][C:5](=[O:11])[N:6]([CH:8]([CH3:10])[CH3:9])[CH:7]=1)(=[O:21])[CH3:20], predict the reactants needed to synthesize it. The reactants are: Br[C:2]1[CH:3]=[CH:4][C:5](=[O:11])[N:6]([CH:8]([CH3:10])[CH3:9])[CH:7]=1.C([O-])([O-])=O.[K+].[K+].Cl.[CH:19]([O:21]CCCC)=[CH2:20]. (3) Given the product [N:24]1[CH:25]=[CH:26][CH:27]=[C:22]([C:11]2[CH:19]=[CH:18][CH:17]=[C:16]3[C:12]=2[CH:13]=[CH:14][NH:15]3)[CH:23]=1, predict the reactants needed to synthesize it. The reactants are: [OH-].[Na+].CC1(C)C(C)(C)OB([C:11]2[CH:19]=[CH:18][CH:17]=[C:16]3[C:12]=2[CH:13]=[CH:14][NH:15]3)O1.Br[C:22]1[CH:23]=[N:24][CH:25]=[CH:26][CH:27]=1. (4) Given the product [CH:19]([O:22][C:23]1[N:28]=[CH:27][C:26]([NH:29][C:13](=[O:15])[C:12]2[CH:16]=[CH:17][CH:18]=[C:10]([S:7]([N:1]3[CH2:2][CH2:3][CH2:4][CH2:5][CH2:6]3)(=[O:8])=[O:9])[CH:11]=2)=[CH:25][CH:24]=1)([CH3:21])[CH3:20], predict the reactants needed to synthesize it. The reactants are: [N:1]1([S:7]([C:10]2[CH:11]=[C:12]([CH:16]=[CH:17][CH:18]=2)[C:13]([OH:15])=O)(=[O:9])=[O:8])[CH2:6][CH2:5][CH2:4][CH2:3][CH2:2]1.[CH:19]([O:22][C:23]1[N:28]=[CH:27][C:26]([NH2:29])=[CH:25][CH:24]=1)([CH3:21])[CH3:20]. (5) Given the product [CH3:1][O:2][C:3]1[CH:4]=[N:5][C:6]2[CH:7]([OH:14])[CH2:8][CH2:9][CH2:10][C:11]=2[CH:12]=1, predict the reactants needed to synthesize it. The reactants are: [CH3:1][O:2][C:3]1[CH:4]=[N:5][C:6]2[C:11]([CH:12]=1)=[CH:10][CH:9]=[CH:8][CH:7]=2.C(O)(C(F)(F)F)=[O:14]. (6) The reactants are: [CH3:1][O:2][C:3](=[O:18])[C:4]1[CH:9]=[CH:8][C:7]([CH3:10])=[CH:6][C:5]=1[O:11][CH2:12][CH2:13][CH2:14][CH2:15][O:16][CH3:17].[NH:19]1[CH2:24][CH2:23][CH2:22][CH2:21][CH2:20]1. Given the product [CH3:1][O:2][C:3](=[O:18])[C:4]1[CH:9]=[CH:8][C:7]([CH2:10][N:19]2[CH2:24][CH2:23][CH2:22][CH2:21][CH2:20]2)=[CH:6][C:5]=1[O:11][CH2:12][CH2:13][CH2:14][CH2:15][O:16][CH3:17], predict the reactants needed to synthesize it. (7) Given the product [Cl:20][C:21]1[CH:26]=[CH:25][C:24]([C:2]2[O:6][C:5]([C:7]3[CH:12]=[CH:11][C:10]([F:13])=[CH:9][CH:8]=3)=[N:4][C:3]=2[C:14]([O:16][CH2:17][CH3:18])=[O:15])=[CH:23][C:22]=1[F:28], predict the reactants needed to synthesize it. The reactants are: Br[C:2]1[O:6][C:5]([C:7]2[CH:12]=[CH:11][C:10]([F:13])=[CH:9][CH:8]=2)=[N:4][C:3]=1[C:14]([O:16][CH2:17][CH3:18])=[O:15].[Br-].[Cl:20][C:21]1[CH:26]=[CH:25][C:24]([Zn+])=[CH:23][C:22]=1[F:28]. (8) Given the product [CH3:13][C:12]1[O:19][C:17](=[O:18])[C:16](=[CH:7][C:6]2[CH:9]=[CH:10][CH:11]=[C:4]([N+:1]([O-:3])=[O:2])[CH:5]=2)[N:15]=1, predict the reactants needed to synthesize it. The reactants are: [N+:1]([C:4]1[CH:5]=[C:6]([CH:9]=[CH:10][CH:11]=1)[CH:7]=O)([O-:3])=[O:2].[C:12]([NH:15][CH2:16][C:17]([OH:19])=[O:18])(=O)[CH3:13].C([O-])(=O)C.[Na+].C(OC(=O)C)(=O)C.